This data is from Full USPTO retrosynthesis dataset with 1.9M reactions from patents (1976-2016). The task is: Predict the reactants needed to synthesize the given product. Given the product [CH3:30][N:15]([CH3:14])[C:16]1[CH:21]=[C:20]([O:22][CH3:23])[N:19]=[C:18]([N:24]2[CH2:25][CH2:26][N:27]([CH2:2][C:3]3[CH:8]=[CH:7][C:6]([CH2:9][NH:10][C:11](=[O:13])[CH3:12])=[CH:5][CH:4]=3)[CH2:28][CH2:29]2)[N:17]=1, predict the reactants needed to synthesize it. The reactants are: Cl[CH2:2][C:3]1[CH:8]=[CH:7][C:6]([CH2:9][NH:10][C:11](=[O:13])[CH3:12])=[CH:5][CH:4]=1.[CH3:14][N:15]([CH3:30])[C:16]1[CH:21]=[C:20]([O:22][CH3:23])[N:19]=[C:18]([N:24]2[CH2:29][CH2:28][NH:27][CH2:26][CH2:25]2)[N:17]=1.C(=O)([O-])[O-].[K+].[K+].O.